This data is from Catalyst prediction with 721,799 reactions and 888 catalyst types from USPTO. The task is: Predict which catalyst facilitates the given reaction. (1) Reactant: [Cl:1]N1C(=O)CCC1=O.[NH2:9][C:10]1[CH:20]=[CH:19][C:13]([C:14]([O:16][CH2:17][CH3:18])=[O:15])=[CH:12][C:11]=1[O:21][CH2:22][CH3:23]. Product: [NH2:9][C:10]1[C:11]([O:21][CH2:22][CH3:23])=[CH:12][C:13]([C:14]([O:16][CH2:17][CH3:18])=[O:15])=[CH:19][C:20]=1[Cl:1]. The catalyst class is: 10. (2) Reactant: [CH3:1][C:2]1([CH3:9])[O:6][C@@H:5]([CH2:7][OH:8])[CH2:4][O:3]1.[H-].[Na+].Cl[C:13]1[N:18]=[C:17]([NH2:19])[CH:16]=[CH:15][N:14]=1. Product: [CH3:1][C:2]1([CH3:9])[O:6][C@@H:5]([CH2:7][O:8][C:13]2[N:18]=[C:17]([NH2:19])[CH:16]=[CH:15][N:14]=2)[CH2:4][O:3]1. The catalyst class is: 7. (3) Reactant: [CH3:1][O:2][C:3]1[CH:4]=[C:5]2[C:9](=[CH:10][CH:11]=1)[NH:8][C:7]([CH3:12])=[CH:6]2.[H-].[Na+].Br.Br[CH2:17][C:18]1[CH:23]=[CH:22][N:21]=[CH:20][CH:19]=1.CO. Product: [CH3:1][O:2][C:3]1[CH:4]=[C:5]2[C:9](=[CH:10][CH:11]=1)[N:8]([CH2:17][C:18]1[CH:23]=[CH:22][N:21]=[CH:20][CH:19]=1)[C:7]([CH3:12])=[CH:6]2. The catalyst class is: 204. (4) Reactant: [CH:1]1([NH:7][C:8]2[CH:13]=[C:12]([C:14]3[CH:19]=[CH:18][C:17]([C:20](O)=[O:21])=[C:16]([N:23]4[CH2:28][CH2:27][NH:26][CH2:25][CH2:24]4)[N:15]=3)[CH:11]=[CH:10][N:9]=2)[CH2:6][CH2:5][CH2:4][CH2:3][CH2:2]1.[CH:29]([NH2:32])([CH3:31])[CH3:30].CCN(C(C)C)C(C)C.CN(C(ON1N=NC2C=CC=NC1=2)=[N+](C)C)C.F[P-](F)(F)(F)(F)F. Product: [CH:29]([NH:32][C:20]([C:17]1[CH:18]=[CH:19][C:14]([C:12]2[CH:11]=[CH:10][N:9]=[C:8]([NH:7][CH:1]3[CH2:6][CH2:5][CH2:4][CH2:3][CH2:2]3)[CH:13]=2)=[N:15][C:16]=1[N:23]1[CH2:24][CH2:25][NH:26][CH2:27][CH2:28]1)=[O:21])([CH3:31])[CH3:30]. The catalyst class is: 3. (5) Reactant: [CH3:1][N:2]([CH2:9][CH2:10][O:11][C:12]1[CH:25]=[CH:24][C:15]([CH2:16][CH:17]2[S:21][C:20](=[O:22])[NH:19][C:18]2=[O:23])=[CH:14][CH:13]=1)[C:3]1[CH:8]=[CH:7][CH:6]=[CH:5][N:4]=1.[CH2:26]([S:32]([OH:35])(=[O:34])=[O:33])[CH2:27][S:28]([OH:31])(=[O:30])=[O:29]. Product: [CH2:26]([S:32]([OH:35])(=[O:34])=[O:33])[CH2:27][S:28]([OH:31])(=[O:30])=[O:29].[CH3:1][N:2]([CH2:9][CH2:10][O:11][C:12]1[CH:25]=[CH:24][C:15]([CH2:16][CH:17]2[S:21][C:20](=[O:22])[NH:19][C:18]2=[O:23])=[CH:14][CH:13]=1)[C:3]1[CH:8]=[CH:7][CH:6]=[CH:5][N:4]=1. The catalyst class is: 378. (6) Product: [CH3:23][O:22][C:19]1[CH:20]=[C:21]2[C:16]([C:15]([C:24]([NH:26][CH3:27])=[O:25])=[CH:14][C:13](=[O:28])[N:12]2[CH2:11][CH2:10][N:7]2[CH2:8][CH2:9][CH:4]([NH:3][CH2:39][C:30]3[CH:31]=[CH:32][C:33]4[C:38](=[CH:37][CH:36]=[CH:35][CH:34]=4)[CH:29]=3)[CH2:5][CH2:6]2)=[CH:17][CH:18]=1. The catalyst class is: 15. Reactant: CO.[NH2:3][CH:4]1[CH2:9][CH2:8][N:7]([CH2:10][CH2:11][N:12]2[C:21]3[C:16](=[CH:17][CH:18]=[C:19]([O:22][CH3:23])[CH:20]=3)[C:15]([C:24]([NH:26][CH3:27])=[O:25])=[CH:14][C:13]2=[O:28])[CH2:6][CH2:5]1.[CH:29]1[C:38]2[C:33](=[CH:34][CH:35]=[CH:36][CH:37]=2)[CH:32]=[CH:31][C:30]=1[CH:39]=O.C([BH3-])#N.[Na+]. (7) Reactant: [O:1]=[C:2]1[CH2:7][CH2:6][CH2:5][N:4]([C:8]([O:10][CH2:11][C:12]2[CH:17]=[CH:16][CH:15]=[CH:14][CH:13]=2)=[O:9])[CH2:3]1.[CH3:18][Mg+].[Br-]. Product: [OH:1][C:2]1([CH3:18])[CH2:7][CH2:6][CH2:5][N:4]([C:8]([O:10][CH2:11][C:12]2[CH:17]=[CH:16][CH:15]=[CH:14][CH:13]=2)=[O:9])[CH2:3]1. The catalyst class is: 1.